Task: Predict the reaction yield, written as a fraction of the theoretical maximum amount of product (1.0 means a 100% yield; for example, 0.34 means a 34% yield).. Dataset: Reaction yield outcomes from USPTO patents with 853,638 reactions (1) The reactants are C[O:2][C:3]([C:5]1[S:6][C:7]([C:30]2[CH2:35][CH2:34][C:33]([CH3:37])([CH3:36])[CH2:32][CH:31]=2)=[CH:8][C:9]=1[N:10]([C@H:20]1[CH2:25][CH2:24][C@H:23]([O:26][CH2:27][O:28][CH3:29])[CH2:22][CH2:21]1)[C:11]([C@H:13]1[CH2:18][CH2:17][C@H:16]([CH3:19])[CH2:15][CH2:14]1)=[O:12])=[O:4].O.O[Li].O.Cl. The catalyst is C1COCC1.C(Cl)Cl.CO. The product is [CH3:37][C:33]1([CH3:36])[CH2:34][CH2:35][C:30]([C:7]2[S:6][C:5]([C:3]([OH:4])=[O:2])=[C:9]([N:10]([C@H:20]3[CH2:25][CH2:24][C@H:23]([O:26][CH2:27][O:28][CH3:29])[CH2:22][CH2:21]3)[C:11]([C@H:13]3[CH2:14][CH2:15][C@H:16]([CH3:19])[CH2:17][CH2:18]3)=[O:12])[CH:8]=2)=[CH:31][CH2:32]1. The yield is 0.950. (2) The reactants are [CH3:1][O:2][C:3]([C:5]1[C:6]2[CH:7]=[CH:8][N:9]([CH:16]([CH3:18])[CH3:17])[C:10]=2[CH:11]=[C:12]([O:14]C)[CH:13]=1)=[O:4].[Cl-].[Al+3].[Cl-].[Cl-]. The catalyst is C1(C)C=CC=CC=1.O. The product is [CH3:1][O:2][C:3]([C:5]1[C:6]2[CH:7]=[CH:8][N:9]([CH:16]([CH3:18])[CH3:17])[C:10]=2[CH:11]=[C:12]([OH:14])[CH:13]=1)=[O:4]. The yield is 0.830. (3) The reactants are [CH3:1][N:2]1[CH2:7][CH2:6][N:5]([C:8]2[C:13]([CH2:14][CH:15]3[CH2:20][CH2:19][CH2:18][NH:17][C:16]3=[O:21])=[CH:12][CH:11]=[CH:10][N:9]=2)[CH2:4][CH2:3]1.Br[C:23]1[CH:28]=[CH:27][C:26]([C:29]2[N:30]=[C:31]([CH3:34])[O:32][CH:33]=2)=[CH:25][CH:24]=1.C(=O)([O-])[O-].[K+].[K+].CNCCNC. The catalyst is C1(C)C=CC=CC=1.[Cu]I.O. The product is [CH3:34][C:31]1[O:32][CH:33]=[C:29]([C:26]2[CH:25]=[CH:24][C:23]([N:17]3[CH2:18][CH2:19][CH2:20][CH:15]([CH2:14][C:13]4[C:8]([N:5]5[CH2:4][CH2:3][N:2]([CH3:1])[CH2:7][CH2:6]5)=[N:9][CH:10]=[CH:11][CH:12]=4)[C:16]3=[O:21])=[CH:28][CH:27]=2)[N:30]=1. The yield is 0.410.